This data is from Full USPTO retrosynthesis dataset with 1.9M reactions from patents (1976-2016). The task is: Predict the reactants needed to synthesize the given product. Given the product [NH2:26][C:27]1[N:42]=[CH:41][C:30]2[N:31]([CH:38]([CH3:40])[CH3:39])[C:32]3[C:37]([C:29]=2[C:28]=1[CH2:43][CH3:44])=[CH:36][CH:35]=[CH:34][CH:33]=3, predict the reactants needed to synthesize it. The reactants are: [F-].C([N+](CCCC)(CCCC)CCCC)CCC.C[Si](C)(C)CCOC([NH:26][C:27]1[N:42]=[CH:41][C:30]2[N:31]([CH:38]([CH3:40])[CH3:39])[C:32]3[C:37]([C:29]=2[C:28]=1[CH2:43][CH3:44])=[CH:36][CH:35]=[CH:34][CH:33]=3)=O.